Dataset: Full USPTO retrosynthesis dataset with 1.9M reactions from patents (1976-2016). Task: Predict the reactants needed to synthesize the given product. (1) Given the product [C:1]([C:5]1[CH:10]=[CH:9][C:8]([N:11]2[C:24](=[O:23])[C:25]([CH3:28])([CH3:27])[NH:26][C:12]2=[O:13])=[CH:7][CH:6]=1)([CH3:4])([CH3:2])[CH3:3], predict the reactants needed to synthesize it. The reactants are: [C:1]([C:5]1[CH:10]=[CH:9][C:8]([N:11]=[C:12]=[O:13])=[CH:7][CH:6]=1)([CH3:4])([CH3:3])[CH3:2].C(N(CC)CC)C.Cl.C[O:23][C:24](=O)[C:25]([CH3:28])([CH3:27])[NH2:26]. (2) Given the product [CH:1]1([C:4]2[C:9]([NH2:10])=[C:8]([I:15])[CH:7]=[C:6]([C:11]([F:14])([F:12])[F:13])[N:5]=2)[CH2:2][CH2:3]1, predict the reactants needed to synthesize it. The reactants are: [CH:1]1([C:4]2[C:9]([NH2:10])=[CH:8][CH:7]=[C:6]([C:11]([F:14])([F:13])[F:12])[N:5]=2)[CH2:3][CH2:2]1.[I:15]I. (3) Given the product [CH2:1]([C:3]1[CH:8]=[N:7][C:6]([N:9]([C:10]2[CH:11]=[CH:12][C:13]([O:16][C:17]([F:19])([F:20])[F:18])=[CH:14][CH:15]=2)[CH2:24][CH2:29][CH2:28][CH2:27][N:30]2[CH2:74][CH2:65][C:66]3[C:71](=[CH:70][C:69]([CH2:34][C:88]([OH:91])=[O:89])=[CH:68][CH:67]=3)[CH2:72]2)=[N:5][CH:4]=1)[CH3:2], predict the reactants needed to synthesize it. The reactants are: [CH2:1]([C:3]1[CH:4]=[N:5][C:6]([NH:9][C:10]2[CH:15]=[CH:14][C:13]([O:16][C:17]([F:20])([F:19])[F:18])=[CH:12][CH:11]=2)=[N:7][CH:8]=1)[CH3:2].FC(F)(F)O[C:24]1[CH:29]=[CH:28][C:27]([NH2:30])=CC=1.Cl[C:34]1N=CC(CC)=CN=1.C1C=CC(P([C:69]2[C:70]([C:65]3[C:74](P(C4C=CC=CC=4)C4C=CC=CC=4)=C[CH:72]=[C:71]4[C:66]=3[CH:67]=[CH:68][CH:69]=[CH:70]4)=[C:71]3[C:66]([CH:65]=[CH:74]C=[CH:72]3)=[CH:67][CH:68]=2)C2C=CC=CC=2)=CC=1.[C:88]([O-:91])([O-])=[O:89].[Cs+].[Cs+]. (4) Given the product [Br:1][C:2]1[CH:3]=[C:4]([S:12]([NH:28][CH:22]2[CH2:27][CH2:26][CH2:25][CH2:24][CH2:23]2)(=[O:14])=[O:13])[CH:5]=[C:6]([C:8]([F:11])([F:10])[F:9])[CH:7]=1, predict the reactants needed to synthesize it. The reactants are: [Br:1][C:2]1[CH:3]=[C:4]([S:12](Cl)(=[O:14])=[O:13])[CH:5]=[C:6]([C:8]([F:11])([F:10])[F:9])[CH:7]=1.C(=O)([O-])[O-].[K+].[K+].[CH:22]1([NH2:28])[CH2:27][CH2:26][CH2:25][CH2:24][CH2:23]1.